From a dataset of Forward reaction prediction with 1.9M reactions from USPTO patents (1976-2016). Predict the product of the given reaction. (1) Given the reactants [OH:1][C:2]1[C:6]([CH2:7][C:8]([O:10][CH3:11])=[O:9])=[CH:5][N:4]([CH3:12])[N:3]=1.Cl[CH2:14][C:15]1[CH:20]=[CH:19][N:18]=[C:17]([O:21][CH2:22][C:23]2[N:24]=[C:25]([C:29]3[CH:34]=[CH:33][CH:32]=[CH:31][CH:30]=3)[O:26][C:27]=2[CH3:28])[CH:16]=1.C(=O)([O-])[O-].[K+].[K+].CN(C)C=O, predict the reaction product. The product is: [CH3:12][N:4]1[CH:5]=[C:6]([CH2:7][C:8]([O:10][CH3:11])=[O:9])[C:2]([O:1][CH2:14][C:15]2[CH:20]=[CH:19][N:18]=[C:17]([O:21][CH2:22][C:23]3[N:24]=[C:25]([C:29]4[CH:34]=[CH:33][CH:32]=[CH:31][CH:30]=4)[O:26][C:27]=3[CH3:28])[CH:16]=2)=[N:3]1. (2) Given the reactants [Cl:1][C:2]1[C:11]2[C:6](=[C:7]([CH3:12])[CH:8]=[CH:9][CH:10]=2)[C:5]([C:13]([OH:15])=O)=[CH:4][N:3]=1.[CH:16]12[CH2:21][CH:20]1[CH2:19][NH:18][CH2:17]2, predict the reaction product. The product is: [CH:16]12[CH2:21][CH:20]1[CH2:19][N:18]([C:13]([C:5]1[C:6]3[C:11](=[CH:10][CH:9]=[CH:8][C:7]=3[CH3:12])[C:2]([Cl:1])=[N:3][CH:4]=1)=[O:15])[CH2:17]2. (3) Given the reactants [NH2:1][C:2]1[N:7]=[C:6]([NH2:8])[C:5]([CH2:9][C:10]2[CH:20]=[C:19]([O:21][CH3:22])[C:13]([O:14][CH2:15][C:16](O)=[O:17])=[C:12]([O:23][CH3:24])[CH:11]=2)=[CH:4][N:3]=1.C(N=C=N[CH2:30][CH2:31][CH2:32][N:33](C)C)C.C([N:38]([CH2:41][CH3:42])CC)C.O(C(OC(C)(C)C)=O)[C:44](OC(C)(C)C)=O, predict the reaction product. The product is: [NH2:38][CH2:41][CH2:42][CH2:44][CH2:30][CH2:31][CH2:32][NH:33][C:16](=[O:17])[CH2:15][O:14][C:13]1[C:19]([O:21][CH3:22])=[CH:20][C:10]([CH2:9][C:5]2[C:6]([NH2:8])=[N:7][C:2]([NH2:1])=[N:3][CH:4]=2)=[CH:11][C:12]=1[O:23][CH3:24]. (4) The product is: [CH2:1]([C:3]1[C:4]([NH:11][C@@H:12]2[CH2:13][O:32][CH2:15][C@H:16]2[OH:17])=[N:5][C:6]([CH2:9][CH3:10])=[CH:7][N:8]=1)[CH3:2]. Given the reactants [CH2:1]([C:3]1[C:4]([NH:11][C@H:12]2[C@@H:16]([OH:17])[CH2:15]N(C(OCC3C=CC=CC=3)=O)[CH2:13]2)=[N:5][C:6]([CH2:9][CH3:10])=[CH:7][N:8]=1)[CH3:2].N[C@@H]1C[O:32]C[C@H]1O, predict the reaction product. (5) Given the reactants C1(P(C2C=CC=CC=2)C2C=CC=CC=2)C=CC=CC=1.[CH3:20][C:21]1[N:22]=[CH:23][C:24]2[C:29]([CH:30]=1)=[CH:28][CH:27]=[C:26]([OH:31])[CH:25]=2.[C:32]([C@@H:36]1[CH2:41][CH2:40][C@H:39](O)[CH2:38][CH2:37]1)([CH3:35])([CH3:34])[CH3:33].C1(C)C=CC=CC=1.N(C(OC(C)C)=O)=NC(OC(C)C)=O, predict the reaction product. The product is: [C:32]([C@H:36]1[CH2:41][CH2:40][C@H:39]([O:31][C:26]2[CH:25]=[C:24]3[C:29]([CH:30]=[C:21]([CH3:20])[N:22]=[CH:23]3)=[CH:28][CH:27]=2)[CH2:38][CH2:37]1)([CH3:35])([CH3:34])[CH3:33].